Task: Predict the product of the given reaction.. Dataset: Forward reaction prediction with 1.9M reactions from USPTO patents (1976-2016) (1) Given the reactants FC(F)(F)C([O-])=O.[CH3:8][C:9]1[N:10]=[C:11]([NH2:27])[S:12][C:13]=1[C:14]1[N:15]=[C:16]([C:19]([N:21]2[CH2:26][CH2:25][O:24][CH2:23][CH2:22]2)=[O:20])[S:17][CH:18]=1.[CH:28]1[N:32]=[CH:31][N:30]([C:33](N2C=NC=C2)=[O:34])[CH:29]=1.C(N(CC)CC)C, predict the reaction product. The product is: [CH3:8][C:9]1[N:10]=[C:11]([NH:27][C:33]([N:30]2[CH:29]=[CH:28][N:32]=[CH:31]2)=[O:34])[S:12][C:13]=1[C:14]1[N:15]=[C:16]([C:19]([N:21]2[CH2:26][CH2:25][O:24][CH2:23][CH2:22]2)=[O:20])[S:17][CH:18]=1. (2) Given the reactants [NH2:1][C:2]1[CH:3]=[C:4]([CH:27]=[CH:28][C:29]=1[OH:30])[CH2:5][N:6]1[CH2:11][CH2:10][CH:9]([NH:12][C:13]([C:15]2[O:16][C:17]3[C:22]([C:23](=[O:25])[CH:24]=2)=[CH:21][CH:20]=[C:19]([F:26])[CH:18]=3)=[O:14])[CH2:8][CH2:7]1.C(=O)([O-])[O-].[K+].[K+].[CH3:37][C:38](C)=[O:39].BrCC(Br)=O, predict the reaction product. The product is: [F:26][C:19]1[CH:18]=[C:17]2[C:22]([C:23](=[O:25])[CH:24]=[C:15]([C:13]([NH:12][CH:9]3[CH2:8][CH2:7][N:6]([CH2:5][C:4]4[CH:27]=[CH:28][C:29]5[O:30][CH2:37][C:38](=[O:39])[NH:1][C:2]=5[CH:3]=4)[CH2:11][CH2:10]3)=[O:14])[O:16]2)=[CH:21][CH:20]=1.